Predict the reactants needed to synthesize the given product. From a dataset of Full USPTO retrosynthesis dataset with 1.9M reactions from patents (1976-2016). (1) Given the product [CH2:6]([O:5][C:3](=[O:4])[CH2:2][C:25]1[CH:24]=[CH:23][C:22]([N+:28]([O-:30])=[O:29])=[C:21]([O:20][CH2:19][CH:16]2[CH2:18][CH2:17]2)[CH:26]=1)[CH3:7], predict the reactants needed to synthesize it. The reactants are: C(OC(C)(C)C)(=O)[CH2:2][C:3]([O:5][CH2:6][CH3:7])=[O:4].[H-].[Na+].[CH:16]1([CH2:19][O:20][C:21]2[CH:26]=[C:25](F)[CH:24]=[CH:23][C:22]=2[N+:28]([O-:30])=[O:29])[CH2:18][CH2:17]1. (2) Given the product [Cl:24][C:13]1[N:14]=[C:15]([CH:17]2[CH2:22][CH2:21][O:20][CH2:19][CH2:18]2)[NH:16][C:12]=1[C:3]1[CH:4]=[C:5]([CH:10]=[CH:11][C:2]=1[CH3:1])[C:6]([O:8][CH3:9])=[O:7], predict the reactants needed to synthesize it. The reactants are: [CH3:1][C:2]1[CH:11]=[CH:10][C:5]([C:6]([O:8][CH3:9])=[O:7])=[CH:4][C:3]=1[C:12]1[NH:16][C:15]([CH:17]2[CH2:22][CH2:21][O:20][CH2:19][CH2:18]2)=[N:14][CH:13]=1.C(Cl)(Cl)[Cl:24].